Dataset: HIV replication inhibition screening data with 41,000+ compounds from the AIDS Antiviral Screen. Task: Binary Classification. Given a drug SMILES string, predict its activity (active/inactive) in a high-throughput screening assay against a specified biological target. The drug is O=C(C=Cc1ccc(O)c(O)c1)c1cc(O)cc(O)c1. The result is 0 (inactive).